From a dataset of Aqueous solubility values for 9,982 compounds from the AqSolDB database. Regression/Classification. Given a drug SMILES string, predict its absorption, distribution, metabolism, or excretion properties. Task type varies by dataset: regression for continuous measurements (e.g., permeability, clearance, half-life) or binary classification for categorical outcomes (e.g., BBB penetration, CYP inhibition). For this dataset (solubility_aqsoldb), we predict Y. (1) The compound is CSc1ccccc1. The Y is -2.39 log mol/L. (2) The drug is CCCCCCCC/C=C\CCCCCCCCO.O=P(O)(O)O. The Y is -6.79 log mol/L. (3) The compound is Clc1cccc(-c2c(Cl)cc(Cl)cc2Cl)c1. The Y is -7.15 log mol/L.